This data is from Reaction yield outcomes from USPTO patents with 853,638 reactions. The task is: Predict the reaction yield, written as a fraction of the theoretical maximum amount of product (1.0 means a 100% yield; for example, 0.34 means a 34% yield). (1) The reactants are [F:1][CH:2]([F:32])[C:3]1[N:7]([C:8]2[N:13]=[C:12]([N:14]3[CH2:19][CH2:18][O:17][CH2:16][CH2:15]3)[N:11]=[C:10]([N:20]3[CH2:25][CH2:24][NH:23][CH2:22][CH2:21]3)[N:9]=2)[C:6]2[CH:26]=[CH:27][CH:28]=[C:29]([O:30][CH3:31])[C:5]=2[N:4]=1.CCN(CC)CC.[F:40][C:41]([F:54])([F:53])[S:42](O[S:42]([C:41]([F:54])([F:53])[F:40])(=[O:44])=[O:43])(=[O:44])=[O:43].O. The catalyst is C(Cl)Cl. The product is [F:32][CH:2]([F:1])[C:3]1[N:7]([C:8]2[N:13]=[C:12]([N:14]3[CH2:15][CH2:16][O:17][CH2:18][CH2:19]3)[N:11]=[C:10]([N:20]3[CH2:25][CH2:24][N:23]([S:42]([C:41]([F:54])([F:53])[F:40])(=[O:44])=[O:43])[CH2:22][CH2:21]3)[N:9]=2)[C:6]2[CH:26]=[CH:27][CH:28]=[C:29]([O:30][CH3:31])[C:5]=2[N:4]=1. The yield is 0.830. (2) The yield is 0.576. The reactants are [CH3:1][O:2][C:3]1[CH:4]=[C:5]([CH:7]=[CH:8][C:9]=1[C:10]1[O:14][CH:13]=[N:12][CH:11]=1)[NH2:6].[S:15]1[CH:19]=[CH:18][CH:17]=[C:16]1[CH:20]=O.[BH4-].[Na+]. The catalyst is C(O)C. The product is [S:15]1[CH:19]=[CH:18][CH:17]=[C:16]1[CH2:20][NH:6][C:5]1[CH:7]=[CH:8][C:9]([C:10]2[O:14][CH:13]=[N:12][CH:11]=2)=[C:3]([O:2][CH3:1])[CH:4]=1. (3) The reactants are [O:1]=[C:2]1[CH:7]([N:8]2[C:16](=[O:17])[C:15]3[C:10](=[CH:11][CH:12]=[C:13]([C:18](O)=[O:19])[CH:14]=3)[C:9]2=[O:21])[CH2:6][CH2:5][C:4](=[O:22])[NH:3]1.CN(C(ON1N=NC2C=CC=NC1=2)=[N+](C)C)C.F[P-](F)(F)(F)(F)F.[NH2:47][CH2:48][CH2:49][CH2:50][CH2:51][CH2:52][CH2:53][NH:54][C:55](=[O:61])[O:56][C:57]([CH3:60])([CH3:59])[CH3:58]. The catalyst is CN(C=O)C.CCOC(C)=O. The product is [O:1]=[C:2]1[CH:7]([N:8]2[C:16](=[O:17])[C:15]3[C:10](=[CH:11][CH:12]=[C:13]([C:18]([NH:47][CH2:48][CH2:49][CH2:50][CH2:51][CH2:52][CH2:53][NH:54][C:55](=[O:61])[O:56][C:57]([CH3:58])([CH3:60])[CH3:59])=[O:19])[CH:14]=3)[C:9]2=[O:21])[CH2:6][CH2:5][C:4](=[O:22])[NH:3]1. The yield is 0.460. (4) The reactants are [F:1][CH:2]([F:24])[O:3][C:4]1[CH:5]=[C:6]([N:10]2[CH:15]=[CH:14][C:13](=[O:16])[C:12]([C:17](=O)[CH:18]=[CH:19][N:20](C)C)=[N:11]2)[CH:7]=[CH:8][CH:9]=1.[C:25]1([NH:31]N)[CH:30]=[CH:29][CH:28]=[CH:27][CH:26]=1. The catalyst is CO. The product is [F:1][CH:2]([F:24])[O:3][C:4]1[CH:5]=[C:6]([N:10]2[CH:15]=[CH:14][C:13](=[O:16])[C:12]([C:17]3[N:31]([C:25]4[CH:30]=[CH:29][CH:28]=[CH:27][CH:26]=4)[N:20]=[CH:19][CH:18]=3)=[N:11]2)[CH:7]=[CH:8][CH:9]=1. The yield is 0.140. (5) The reactants are [CH3:1][N:2]1[C:6]([C:7]2[S:8][C:9]3[N:10]=[CH:11][N:12]=[C:13]([S:16][CH3:17])[C:14]=3[N:15]=2)=[C:5]([C:18]2[CH:23]=[CH:22][CH:21]=[CH:20][CH:19]=2)[N:4]=[CH:3]1.[Br:24]N1C(=O)CCC1=O.CC(N=NC(C#N)(C)C)(C#N)C. The catalyst is C(Cl)(Cl)(Cl)Cl. The product is [Br:24][C:3]1[N:2]([CH3:1])[C:6]([C:7]2[S:8][C:9]3[N:10]=[CH:11][N:12]=[C:13]([S:16][CH3:17])[C:14]=3[N:15]=2)=[C:5]([C:18]2[CH:23]=[CH:22][CH:21]=[CH:20][CH:19]=2)[N:4]=1. The yield is 0.390.